From a dataset of NCI-60 drug combinations with 297,098 pairs across 59 cell lines. Regression. Given two drug SMILES strings and cell line genomic features, predict the synergy score measuring deviation from expected non-interaction effect. (1) Drug 1: CS(=O)(=O)C1=CC(=C(C=C1)C(=O)NC2=CC(=C(C=C2)Cl)C3=CC=CC=N3)Cl. Drug 2: CN1C(=O)N2C=NC(=C2N=N1)C(=O)N. Cell line: ACHN. Synergy scores: CSS=-4.17, Synergy_ZIP=2.36, Synergy_Bliss=-0.518, Synergy_Loewe=-2.41, Synergy_HSA=-3.86. (2) Drug 1: C1=NC2=C(N1)C(=S)N=CN2. Drug 2: CCCCCOC(=O)NC1=NC(=O)N(C=C1F)C2C(C(C(O2)C)O)O. Cell line: A498. Synergy scores: CSS=8.23, Synergy_ZIP=-2.77, Synergy_Bliss=-1.25, Synergy_Loewe=-0.230, Synergy_HSA=-0.0876. (3) Drug 1: CC12CCC3C(C1CCC2NC(=O)OCC(F)(F)F)CCC4C3(C=CC(=O)N4C)C. Drug 2: CC1OCC2C(O1)C(C(C(O2)OC3C4COC(=O)C4C(C5=CC6=C(C=C35)OCO6)C7=CC(=C(C(=C7)OC)O)OC)O)O. Cell line: NCI-H460. Synergy scores: CSS=45.9, Synergy_ZIP=-1.56, Synergy_Bliss=-4.12, Synergy_Loewe=-17.0, Synergy_HSA=-1.29. (4) Drug 1: C1=CC(=CC=C1CC(C(=O)O)N)N(CCCl)CCCl.Cl. Drug 2: C1CN(CCN1C(=O)CCBr)C(=O)CCBr. Cell line: A498. Synergy scores: CSS=3.04, Synergy_ZIP=1.40, Synergy_Bliss=5.29, Synergy_Loewe=0.618, Synergy_HSA=1.30. (5) Drug 1: CCCS(=O)(=O)NC1=C(C(=C(C=C1)F)C(=O)C2=CNC3=C2C=C(C=N3)C4=CC=C(C=C4)Cl)F. Drug 2: COC1=C2C(=CC3=C1OC=C3)C=CC(=O)O2. Cell line: RPMI-8226. Synergy scores: CSS=1.70, Synergy_ZIP=6.87, Synergy_Bliss=13.0, Synergy_Loewe=-3.94, Synergy_HSA=1.60. (6) Drug 1: CNC(=O)C1=NC=CC(=C1)OC2=CC=C(C=C2)NC(=O)NC3=CC(=C(C=C3)Cl)C(F)(F)F. Cell line: SK-MEL-5. Drug 2: CCCCC(=O)OCC(=O)C1(CC(C2=C(C1)C(=C3C(=C2O)C(=O)C4=C(C3=O)C=CC=C4OC)O)OC5CC(C(C(O5)C)O)NC(=O)C(F)(F)F)O. Synergy scores: CSS=13.7, Synergy_ZIP=1.94, Synergy_Bliss=0.937, Synergy_Loewe=-19.6, Synergy_HSA=-0.0712. (7) Drug 1: C1CC(C1)(C(=O)O)C(=O)O.[NH2-].[NH2-].[Pt+2]. Drug 2: CC1=C(N=C(N=C1N)C(CC(=O)N)NCC(C(=O)N)N)C(=O)NC(C(C2=CN=CN2)OC3C(C(C(C(O3)CO)O)O)OC4C(C(C(C(O4)CO)O)OC(=O)N)O)C(=O)NC(C)C(C(C)C(=O)NC(C(C)O)C(=O)NCCC5=NC(=CS5)C6=NC(=CS6)C(=O)NCCC[S+](C)C)O. Cell line: HT29. Synergy scores: CSS=4.04, Synergy_ZIP=-0.927, Synergy_Bliss=2.42, Synergy_Loewe=-0.553, Synergy_HSA=0.320. (8) Drug 1: C1CN1P(=S)(N2CC2)N3CC3. Drug 2: CCN(CC)CCNC(=O)C1=C(NC(=C1C)C=C2C3=C(C=CC(=C3)F)NC2=O)C. Cell line: OVCAR-8. Synergy scores: CSS=17.9, Synergy_ZIP=-6.22, Synergy_Bliss=-2.80, Synergy_Loewe=-2.57, Synergy_HSA=-2.28. (9) Drug 1: CCC1=C2CN3C(=CC4=C(C3=O)COC(=O)C4(CC)O)C2=NC5=C1C=C(C=C5)O. Drug 2: CC(C)NC(=O)C1=CC=C(C=C1)CNNC.Cl. Cell line: NCI-H460. Synergy scores: CSS=20.7, Synergy_ZIP=-3.96, Synergy_Bliss=-0.433, Synergy_Loewe=-16.3, Synergy_HSA=-0.307.